Dataset: CYP2D6 inhibition data for predicting drug metabolism from PubChem BioAssay. Task: Regression/Classification. Given a drug SMILES string, predict its absorption, distribution, metabolism, or excretion properties. Task type varies by dataset: regression for continuous measurements (e.g., permeability, clearance, half-life) or binary classification for categorical outcomes (e.g., BBB penetration, CYP inhibition). Dataset: cyp2d6_veith. The compound is O=C(Nc1ccccc1)N1CC[C@@]2(CCCN(C(=O)c3cccc(F)c3)C2)C1. The result is 0 (non-inhibitor).